From a dataset of Full USPTO retrosynthesis dataset with 1.9M reactions from patents (1976-2016). Predict the reactants needed to synthesize the given product. (1) Given the product [CH2:1]([O:3][C:4](=[O:27])[CH:5]([O:6][C:7]([CH3:16])([CH3:8])[CH3:5])[C:7]1[C:16]([CH3:17])=[CH:15][C:14]2[C:9](=[CH:10][CH:11]=[CH:12][C:13]=2[O:18][CH3:19])[C:8]=1[C:20]1[CH:21]=[CH:22][C:23]([Cl:26])=[CH:24][CH:25]=1)[CH3:2], predict the reactants needed to synthesize it. The reactants are: [CH2:1]([O:3][C:4](=[O:27])[CH:5]([C:7]1[C:16]([CH3:17])=[CH:15][C:14]2[C:9](=[CH:10][CH:11]=[CH:12][C:13]=2[O:18][CH3:19])[C:8]=1[C:20]1[CH:25]=[CH:24][C:23]([Cl:26])=[CH:22][CH:21]=1)[OH:6])[CH3:2].Cl(O)(=O)(=O)=O.C(=O)(O)[O-].[Na+]. (2) Given the product [CH:2]([C:3]1[CH:15]=[C:12]([N+:9]([O-:11])=[O:10])[CH:13]=[CH:5][C:4]=1[OH:6])([CH3:7])[CH3:1], predict the reactants needed to synthesize it. The reactants are: [CH3:1][CH:2]([CH3:7])[CH2:3][C:4](=[O:6])[CH3:5].O.[N+:9]([CH:12]([CH:15]=O)[CH:13]=O)([O-:11])=[O:10].[Na].[OH-].[Na+]. (3) Given the product [C:1]1([C@@H:7]2[C@@H:11]([C:12]3[CH:17]=[CH:16][CH:15]=[CH:14][CH:13]=3)[O:10][C:9]3([CH2:22][CH2:21][CH2:20][C@H:19]([CH2:23][N:24]4[C:25]5[CH:26]=[C:27]([C:28]#[N:29])[CH:30]=[CH:31][C:32]=5[N:33]=[CH:38]4)[CH2:18]3)[O:8]2)[CH:6]=[CH:5][CH:4]=[CH:3][CH:2]=1, predict the reactants needed to synthesize it. The reactants are: [C:1]1([C@@H:7]2[C@@H:11]([C:12]3[CH:17]=[CH:16][CH:15]=[CH:14][CH:13]=3)[O:10][C:9]3([CH2:22][CH2:21][CH2:20][C@H:19]([CH2:23][NH:24][C:25]4[CH:26]=[C:27]([CH:30]=[CH:31][C:32]=4[N+:33]([O-])=O)[C:28]#[N:29])[CH2:18]3)[O:8]2)[CH:6]=[CH:5][CH:4]=[CH:3][CH:2]=1.CO.[CH:38](OC)(OC)OC.